This data is from Full USPTO retrosynthesis dataset with 1.9M reactions from patents (1976-2016). The task is: Predict the reactants needed to synthesize the given product. (1) Given the product [N:16]1([CH2:2][C:3]2[CH:12]=[CH:11][C:10]3[C:5](=[CH:6][CH:7]=[CH:8][C:9]=3[N+:13]([O-:15])=[O:14])[N:4]=2)[CH2:21][CH2:20][O:19][CH2:18][CH2:17]1, predict the reactants needed to synthesize it. The reactants are: Br[CH2:2][C:3]1[CH:12]=[CH:11][C:10]2[C:5](=[CH:6][CH:7]=[CH:8][C:9]=2[N+:13]([O-:15])=[O:14])[N:4]=1.[NH:16]1[CH2:21][CH2:20][O:19][CH2:18][CH2:17]1.C(=O)([O-])[O-].[K+].[K+]. (2) The reactants are: [I:1][C:2]1[C:7]([C:8]([OH:10])=O)=[C:6]([O:11][CH3:12])[N:5]=[CH:4][CH:3]=1.Cl.[F:14][C:15]1[CH:20]=[CH:19][CH:18]=[C:17]([F:21])[C:16]=1[NH:22][NH2:23].CCN=C=NCCCN(C)C.Cl.C1C=CC2N(O)N=NC=2C=1. Given the product [F:14][C:15]1[CH:20]=[CH:19][CH:18]=[C:17]([F:21])[C:16]=1[NH:22][NH:23][C:8](=[O:10])[C:7]1[C:2]([I:1])=[CH:3][CH:4]=[N:5][C:6]=1[O:11][CH3:12], predict the reactants needed to synthesize it. (3) Given the product [C:1]([O:5][C:6]([N:8]1[CH2:13][CH2:12][CH:11]([C:14]2[N:15]([CH2:47][CH:43]3[CH2:44][CH2:45][CH2:46][N:42]3[C:40]([O:39][CH2:32][C:33]3[CH:38]=[CH:37][CH:36]=[CH:35][CH:34]=3)=[O:41])[CH:16]=[C:17]([C:19]3[CH:24]=[CH:23][C:22]([F:25])=[C:21]([C:26]([F:27])([F:28])[F:29])[CH:20]=3)[N:18]=2)[CH2:10][CH2:9]1)=[O:7])([CH3:4])([CH3:2])[CH3:3], predict the reactants needed to synthesize it. The reactants are: [C:1]([O:5][C:6]([N:8]1[CH2:13][CH2:12][CH:11]([C:14]2[NH:15][CH:16]=[C:17]([C:19]3[CH:24]=[CH:23][C:22]([F:25])=[C:21]([C:26]([F:29])([F:28])[F:27])[CH:20]=3)[N:18]=2)[CH2:10][CH2:9]1)=[O:7])([CH3:4])([CH3:3])[CH3:2].[H-].[Na+].[CH2:32]([O:39][C:40]([N:42]1[CH2:46][CH2:45][CH2:44][CH:43]1[CH2:47]OS(C1C=CC(C)=CC=1)(=O)=O)=[O:41])[C:33]1[CH:38]=[CH:37][CH:36]=[CH:35][CH:34]=1. (4) Given the product [CH3:1][O:2][C:3]1[CH:4]=[C:5]([NH:11][C:12]2[C:13]3[N:39]=[CH:38][S:37][C:14]=3[N:15]=[C:16]([C:18]3[CH:19]=[C:20](/[C:24](/[F:36])=[CH:25]/[C:26]4[CH:35]=[CH:34][C:29]([C:30]([OH:32])=[O:31])=[CH:28][CH:27]=4)[CH:21]=[CH:22][CH:23]=3)[N:17]=2)[CH:6]=[CH:7][C:8]=1[O:9][CH3:10], predict the reactants needed to synthesize it. The reactants are: [CH3:1][O:2][C:3]1[CH:4]=[C:5]([NH:11][C:12]2[C:13]3[N:39]=[CH:38][S:37][C:14]=3[N:15]=[C:16]([C:18]3[CH:19]=[C:20](/[C:24](/[F:36])=[CH:25]/[C:26]4[CH:35]=[CH:34][C:29]([C:30]([O:32]C)=[O:31])=[CH:28][CH:27]=4)[CH:21]=[CH:22][CH:23]=3)[N:17]=2)[CH:6]=[CH:7][C:8]=1[O:9][CH3:10].[OH-].[Na+].Cl. (5) Given the product [Br:16][C:17]1[C:18]([F:23])=[C:19]([CH:20]=[CH:21][CH:22]=1)[C:24]([OH:26])=[O:25], predict the reactants needed to synthesize it. The reactants are: CC1(C)CCCC(C)(C)N1.C([Li])CCC.[Br:16][C:17]1[CH:22]=[CH:21][CH:20]=[CH:19][C:18]=1[F:23].[C:24](=[O:26])=[O:25]. (6) Given the product [Cl:1][C:2]1[CH:7]=[CH:6][C:5]([Cl:8])=[CH:4][C:3]=1[C:13]1[CH:14]=[C:15]([S:19]([NH:22][C:23]2[CH:28]=[CH:27][CH:26]=[CH:25][C:24]=2[S:29]([NH2:32])(=[O:30])=[O:31])(=[O:21])=[O:20])[CH:16]=[CH:17][CH:18]=1, predict the reactants needed to synthesize it. The reactants are: [Cl:1][C:2]1[CH:7]=[CH:6][C:5]([Cl:8])=[CH:4][C:3]=1B(O)O.Br[C:13]1[CH:14]=[C:15]([S:19]([NH:22][C:23]2[CH:28]=[CH:27][CH:26]=[CH:25][C:24]=2[S:29]([NH2:32])(=[O:31])=[O:30])(=[O:21])=[O:20])[CH:16]=[CH:17][CH:18]=1.C([O-])([O-])=O.[Na+].[Na+]. (7) Given the product [CH:1]1([N:6]([C:7]2[C:8]([NH:9][CH3:16])=[CH:17][N:18]=[C:19]([NH:21][C:22]3[CH:37]=[CH:36][C:25]([C:26](=[O:27])[NH:28][CH:29]4[CH2:34][CH2:33][N:32]([CH3:35])[CH2:31][CH2:30]4)=[CH:24][C:23]=3[O:38][CH3:39])[N:20]=2)[CH2:12][C:11]([F:14])([F:13])[C:10]([OH:40])=[O:15])[CH2:5][CH2:4][CH2:3][CH2:2]1, predict the reactants needed to synthesize it. The reactants are: [CH:1]1([N:6]2[CH2:12][C:11]([F:14])([F:13])[C:10](=[O:15])[N:9]([CH3:16])[C:8]3[CH:17]=[N:18][C:19]([NH:21][C:22]4[CH:37]=[CH:36][C:25]([C:26]([NH:28][CH:29]5[CH2:34][CH2:33][N:32]([CH3:35])[CH2:31][CH2:30]5)=[O:27])=[CH:24][C:23]=4[O:38][CH3:39])=[N:20][C:7]2=3)[CH2:5][CH2:4][CH2:3][CH2:2]1.[OH-:40].[Na+]. (8) Given the product [Cl:9][C:4]1[CH:5]=[C:6]([I:8])[CH:7]=[C:2]([O:18][C:15]2[CH:16]=[N:17][C:12]([C:11]([F:20])([F:10])[F:19])=[CH:13][CH:14]=2)[N:3]=1, predict the reactants needed to synthesize it. The reactants are: Cl[C:2]1[CH:7]=[C:6]([I:8])[CH:5]=[C:4]([Cl:9])[N:3]=1.[F:10][C:11]([F:20])([F:19])[C:12]1[N:17]=[CH:16][C:15]([OH:18])=[CH:14][CH:13]=1.C([O-])([O-])=O.[K+].[K+].